Dataset: TCR-epitope binding with 47,182 pairs between 192 epitopes and 23,139 TCRs. Task: Binary Classification. Given a T-cell receptor sequence (or CDR3 region) and an epitope sequence, predict whether binding occurs between them. (1) The epitope is KTWGQYWQV. The TCR CDR3 sequence is CASSLVPALHQPDTQYF. Result: 0 (the TCR does not bind to the epitope). (2) The epitope is KAFSPEVIPMF. The TCR CDR3 sequence is CASSSWEGLDTQYF. Result: 1 (the TCR binds to the epitope). (3) The epitope is KRWIILGLNK. The TCR CDR3 sequence is CSARDINPGLAYEQFF. Result: 1 (the TCR binds to the epitope). (4) The epitope is GTSGSPIVNR. The TCR CDR3 sequence is CASSSRGEAYQPQHF. Result: 0 (the TCR does not bind to the epitope). (5) The epitope is GLCTLVAML. The TCR CDR3 sequence is CASSTPSNNEQFF. Result: 1 (the TCR binds to the epitope). (6) The epitope is TPINLVRDL. The TCR CDR3 sequence is CSVEGGSGGTYNEQFF. Result: 1 (the TCR binds to the epitope). (7) The epitope is ARMILMTHF. The TCR CDR3 sequence is CASSLSGSTDTQYF. Result: 0 (the TCR does not bind to the epitope).